From a dataset of Reaction yield outcomes from USPTO patents with 853,638 reactions. Predict the reaction yield, written as a fraction of the theoretical maximum amount of product (1.0 means a 100% yield; for example, 0.34 means a 34% yield). (1) The reactants are C1(P(C2C=CC=CC=2)C2C=CC=CC=2)C=CC=CC=1.CC(OC(/N=N/C(OC(C)C)=O)=O)C.[Br:34][CH2:35][CH2:36][CH2:37][OH:38].[Cl:39][C:40]1[CH:45]=[CH:44][C:43](O)=[C:42]([C:47]2[O:51][N:50]=[CH:49][CH:48]=2)[CH:41]=1. The catalyst is C1COCC1. The product is [Br:34][CH2:35][CH2:36][CH2:37][O:38][C:43]1[CH:44]=[CH:45][C:40]([Cl:39])=[CH:41][C:42]=1[C:47]1[O:51][N:50]=[CH:49][CH:48]=1. The yield is 1.00. (2) The reactants are [F:1][C:2]1[CH:3]=[C:4]([CH2:8][CH2:9][C:10]2[N:18]=[CH:17][CH:16]=[CH:15][C:11]=2[C:12]([OH:14])=O)[CH:5]=[CH:6][CH:7]=1.[OH-].[Na+]. The catalyst is O. The product is [F:1][C:2]1[CH:7]=[CH:6][C:5]2[C:12](=[O:14])[C:11]3[C:10]([CH2:9][CH2:8][C:4]=2[CH:3]=1)=[N:18][CH:17]=[CH:16][CH:15]=3. The yield is 0.810.